Dataset: Experimentally validated miRNA-target interactions with 360,000+ pairs, plus equal number of negative samples. Task: Binary Classification. Given a miRNA mature sequence and a target amino acid sequence, predict their likelihood of interaction. (1) The miRNA is hsa-miR-6890-5p with sequence CAUGGGGUAGGGCAGAGUAGG. The protein sequence of the target gene is MFTVSQTSRAWFIDRARQAREERLVQKERERSAVTIQALVRSFLCRRRLHRDIRKEIDEFFSADESGSSKRSALCIFKIARRLLFICKTTEDSERLEKLCRSILNSMDAENEPKVWYVSLALSKDLTLLWIKQIKSILWHCCELLGQLKPEILQDSRLITLYLTMLVTFTDTSTWKILRGKGESLRPALNHICANIMGHLNQRGLYSVLQVLLTRGLARPRPCLSKGMLTAAFSLALRPVVAAQFSDNLMRPFIIHVMSVPALVAHLSTVAPERLGVLESHDMLRKFIVFLRDRDRCRDA.... Result: 0 (no interaction). (2) The miRNA is mmu-miR-337-3p with sequence UCAGCUCCUAUAUGAUGCCUUU. The protein sequence of the target gene is MAASQLAALEGEELGAGEPALTKASPAVLYSEGQRLALEALLSSGEETFWACVQQERLPPFLSADEAQALATAAEDWLVPSQEPGAAGTGTAITDGDVGSLTYWPRQSEEPAPLLRLGWPEDTAWKGITRAQLYTQPPGEGQPPIKELVHQEIQAARKLVAVVMDVFTDPDLLRDMVDAATRRWIPVYLLLDHQHLPAFLALAQQLGVNLWTTENLDIRTVQGHTFQSRRRRQVSGHVREKFVLLDGDRVISGSYSFTWSDSRLHRSLVTLLTGEIADAFNQEFRVLYAASRPLSAAPAR.... Result: 1 (interaction). (3) The miRNA is hsa-miR-1537-3p with sequence AAAACCGUCUAGUUACAGUUGU. The protein sequence of the target gene is MWALVGRALAPWAAGARHAAASEPRAACRLFSAAELKEKPDMSRFPVEDIRNFSIIAHVDHGKSTLADRLLELTGTIDKTKKNKQVLDKLQVERERGITVKAQTASLFYSFGGKQYLLNLIDTPGHVDFSYEVSRSLSACQGVLLVVDANEGIQAQTVANFFLAFEAQLSVIPVINKIDLKNADPERVGKQIEKVFDIPSEECIKISAKLGTNVDSVLQAVIERIPPPKVHRENPLKALVFDSTFDQYRGVIANIALFDGVVSKGDKIVSAHTKKAYEVNEVGILNPNEQPTHKLYAGQV.... Result: 0 (no interaction). (4) The miRNA is hsa-miR-449c-5p with sequence UAGGCAGUGUAUUGCUAGCGGCUGU. The protein sequence of the target gene is MASTRAKPTLPLLLALVTVVIPGPGDAQVSIHPREAFLPQGGSVQVNCSSSCKEDLSLGLETQWLKDELESGPNWKLFELSEIGEDSSPLCFENCGTVQSSASATITVYSFPESVELRPLPAWQQVGKDLTLRCHVDGGAPRTQLSAVLLRGEEILSRQPVGGHPKDPKEITFTVLASRGDHGANFSCRTELDLRPQGLALFSNVSEARSLRTFDLPATIPKLDTPDLLEVGTQQKLFCSLEGLFPASEARIYLELGGQMPTQESTNSSDSVSATALVEVTEEFDRTLPLRCVLELADQI.... Result: 0 (no interaction). (5) The miRNA is hsa-miR-302f with sequence UAAUUGCUUCCAUGUUU. The protein sequence of the target gene is MALDILAMAPLYQAPAINRIGPKTDPSKRPADPLKPLVLSRTKLTTIEAKRIMSILDEAIYKVELVTLLSYVASNREDMEGMLGEDVMRAVREHEDLCQVLLENVRCLKEKERQLQEQKEAEEEGWLRDRLLSIELQKSSLSPLMQQIKDSTKNVLRLLLSNPQAARLLQMQTQGRSAEAQNFIDSLIELRGFLFEKLLTSPMEARDKAQFLQDISRQNSNNQQIIDTLEKELAERMKNRNAEVEKENFVIQELKNHLHQVLKFSENSLVRTKQEAEKQQKADFRASQARVAKIQQEILQ.... Result: 0 (no interaction).